Dataset: Forward reaction prediction with 1.9M reactions from USPTO patents (1976-2016). Task: Predict the product of the given reaction. (1) Given the reactants [OH:1][NH:2][C:3](=[NH:22])[C:4]1[CH:21]=[CH:20][C:7]2[CH2:8][CH2:9][N:10]([C:13]([O:15][C:16]([CH3:19])([CH3:18])[CH3:17])=[O:14])[CH2:11][CH2:12][C:6]=2[CH:5]=1.[H-].[Na+].[C:25]([C:27]1[CH:28]=[C:29]([CH:34]=[CH:35][C:36]=1[O:37][CH3:38])[C:30](OC)=O)#[N:26], predict the reaction product. The product is: [C:25]([C:27]1[CH:28]=[C:29]([C:30]2[O:1][N:2]=[C:3]([C:4]3[CH:21]=[CH:20][C:7]4[CH2:8][CH2:9][N:10]([C:13]([O:15][C:16]([CH3:18])([CH3:19])[CH3:17])=[O:14])[CH2:11][CH2:12][C:6]=4[CH:5]=3)[N:22]=2)[CH:34]=[CH:35][C:36]=1[O:37][CH3:38])#[N:26]. (2) Given the reactants [ClH:1].[F:2][C:3]1[CH:4]=[C:5]([O:9][CH:10]2[CH2:15][CH2:14][N:13](C(OC(C)(C)C)=O)[CH2:12][CH2:11]2)[CH:6]=[N:7][CH:8]=1, predict the reaction product. The product is: [ClH:1].[F:2][C:3]1[CH:8]=[N:7][CH:6]=[C:5]([O:9][CH:10]2[CH2:15][CH2:14][NH:13][CH2:12][CH2:11]2)[CH:4]=1. (3) Given the reactants [Cl:1][C:2]1[CH:9]=[CH:8][CH:7]=[C:6](F)[C:3]=1[C:4]#[N:5].[CH3:11][C:12]1[N:13]=[CH:14][NH:15][CH:16]=1.C(=O)([O-])[O-].[K+].[K+], predict the reaction product. The product is: [Cl:1][C:2]1[CH:9]=[CH:8][CH:7]=[C:6]([N:15]2[CH:16]=[C:12]([CH3:11])[N:13]=[CH:14]2)[C:3]=1[C:4]#[N:5]. (4) The product is: [CH2:1]([O:8][C:9]1[CH:20]=[CH:19][C:12]2[CH2:13][CH:14]([C:16]([OH:18])=[O:17])[O:15][C:11]=2[CH:10]=1)[C:2]1[CH:3]=[CH:4][CH:5]=[CH:6][CH:7]=1. Given the reactants [CH2:1]([O:8][C:9]1[CH:20]=[CH:19][C:12]2[CH:13]=[C:14]([C:16]([OH:18])=[O:17])[O:15][C:11]=2[CH:10]=1)[C:2]1[CH:7]=[CH:6][CH:5]=[CH:4][CH:3]=1, predict the reaction product. (5) Given the reactants [Br:1][C:2]1[CH:3]=[C:4]([CH3:13])[CH:5]=[C:6]2[C:11]=1[N:10]=[CH:9][N:8]=[C:7]2Cl.C1(C)C=CC(S(NN)(=O)=O)=CC=1.C(=O)([O-])[O-].[Na+].[Na+], predict the reaction product. The product is: [Br:1][C:2]1[CH:3]=[C:4]([CH3:13])[CH:5]=[C:6]2[C:11]=1[N:10]=[CH:9][N:8]=[CH:7]2. (6) Given the reactants [CH2:1]([C:8]1[S:12][C:11]([NH2:13])=[CH:10][C:9]=1[C:14]1[CH:19]=[CH:18][CH:17]=[CH:16][CH:15]=1)[C:2]1[CH:7]=[CH:6][CH:5]=[CH:4][CH:3]=1.[CH2:20]([C:22]1[CH:23]=[C:24]([C:30](=[O:36])[CH2:31][CH2:32][C:33](O)=[O:34])[CH:25]=[CH:26][C:27]=1[O:28][CH3:29])[CH3:21].C1C=CC2N(O)N=NC=2C=1.CCN=C=NCCCN(C)C, predict the reaction product. The product is: [CH2:1]([C:8]1[S:12][C:11]([NH:13][C:33](=[O:34])[CH2:32][CH2:31][C:30]([C:24]2[CH:25]=[CH:26][C:27]([O:28][CH3:29])=[C:22]([CH2:20][CH3:21])[CH:23]=2)=[O:36])=[CH:10][C:9]=1[C:14]1[CH:19]=[CH:18][CH:17]=[CH:16][CH:15]=1)[C:2]1[CH:3]=[CH:4][CH:5]=[CH:6][CH:7]=1. (7) Given the reactants [CH3:1][Si]([N-][Si](C)(C)C)(C)C.[Na+].[F:11][C:12]1[CH:17]=[CH:16][C:15]([CH2:18][C:19]([OH:21])=[O:20])=[CH:14][CH:13]=1.BrC[C:24]([CH2:26][CH2:27][Cl:28])=[CH2:25], predict the reaction product. The product is: [Cl:28][CH2:27][C:26](=[CH2:1])[CH2:24][CH2:25][CH:18]([C:15]1[CH:14]=[CH:13][C:12]([F:11])=[CH:17][CH:16]=1)[C:19]([OH:21])=[O:20].